Dataset: Reaction yield outcomes from USPTO patents with 853,638 reactions. Task: Predict the reaction yield, written as a fraction of the theoretical maximum amount of product (1.0 means a 100% yield; for example, 0.34 means a 34% yield). The reactants are [N:1]1([C:7](=[O:9])[CH3:8])[CH2:6][CH2:5][NH:4][CH2:3][CH2:2]1.[C:10](#[N:13])[CH:11]=[CH2:12]. The catalyst is CO. The product is [C:7]([N:1]1[CH2:6][CH2:5][N:4]([CH2:12][CH2:11][C:10]#[N:13])[CH2:3][CH2:2]1)(=[O:9])[CH3:8]. The yield is 0.910.